Predict which catalyst facilitates the given reaction. From a dataset of Catalyst prediction with 721,799 reactions and 888 catalyst types from USPTO. (1) Reactant: [C:1]([O:10]C)(=O)[C:2]1[C:3](=[CH:5][CH:6]=[CH:7][CH:8]=1)[SH:4].[C:12]([C:14]1[CH:15]=[CH:16][C:17]([O:20][CH2:21][CH2:22][CH2:23][CH2:24][CH2:25][C:26]([O:28][CH2:29][CH3:30])=[O:27])=[N:18][CH:19]=1)#[N:13].C(N(CC)CC)C. Product: [O:10]=[C:1]1[C:2]2[CH:8]=[CH:7][CH:6]=[CH:5][C:3]=2[S:4][C:12]([C:14]2[CH:15]=[CH:16][C:17]([O:20][CH2:21][CH2:22][CH2:23][CH2:24][CH2:25][C:26]([O:28][CH2:29][CH3:30])=[O:27])=[N:18][CH:19]=2)=[N:13]1. The catalyst class is: 11. (2) Reactant: [N:1]1[C:10]2[C:5](=[CH:6][CH:7]=[CH:8][CH:9]=2)[CH:4]=[CH:3][C:2]=1[CH2:11][O:12][C:13]1[CH:18]=[CH:17][C:16]([C:19]2[CH:24]=[CH:23][CH:22]=[CH:21][C:20]=2OS(C(F)(F)F)(=O)=O)=[CH:15][CH:14]=1.[N:33]1[CH:38]=[CH:37][CH:36]=[C:35](B(O)O)[CH:34]=1.C(=O)([O-])[O-].[Cs+].[Cs+]. Product: [N:33]1[CH:38]=[CH:37][CH:36]=[C:35]([C:20]2[CH:21]=[CH:22][CH:23]=[CH:24][C:19]=2[C:16]2[CH:17]=[CH:18][C:13]([O:12][CH2:11][C:2]3[CH:3]=[CH:4][C:5]4[C:10](=[CH:9][CH:8]=[CH:7][CH:6]=4)[N:1]=3)=[CH:14][CH:15]=2)[CH:34]=1. The catalyst class is: 12. (3) Reactant: [Cl:1][C:2]1[S:6][C:5]([NH:7][C:8](=[O:36])[N:9]([C:25]2[CH:26]=[C:27]([CH:33]=[CH:34][CH:35]=2)[C:28]([O:30]CC)=[O:29])[CH2:10][CH2:11][CH:12]([C:19]2[CH:24]=[CH:23][CH:22]=[CH:21][CH:20]=2)[C:13]2[CH:18]=[CH:17][CH:16]=[CH:15][CH:14]=2)=[N:4][C:3]=1[C:37]1[CH:42]=[CH:41][C:40]([NH:43][S:44]([CH3:47])(=[O:46])=[O:45])=[CH:39][CH:38]=1.O.[OH-].[Li+]. Product: [Cl:1][C:2]1[S:6][C:5]([NH:7][C:8]([N:9]([CH2:10][CH2:11][CH:12]([C:13]2[CH:18]=[CH:17][CH:16]=[CH:15][CH:14]=2)[C:19]2[CH:24]=[CH:23][CH:22]=[CH:21][CH:20]=2)[C:25]2[CH:26]=[C:27]([CH:33]=[CH:34][CH:35]=2)[C:28]([OH:30])=[O:29])=[O:36])=[N:4][C:3]=1[C:37]1[CH:38]=[CH:39][C:40]([NH:43][S:44]([CH3:47])(=[O:45])=[O:46])=[CH:41][CH:42]=1. The catalyst class is: 5.